This data is from Catalyst prediction with 721,799 reactions and 888 catalyst types from USPTO. The task is: Predict which catalyst facilitates the given reaction. (1) Reactant: N[C:2]1[C:3]([C:12]2[CH:17]=[CH:16][C:15]([Cl:18])=[CH:14][C:13]=2[Cl:19])=[N:4][S:5][C:6]=1[C:7]([O:9][CH2:10][CH3:11])=[O:8].N(OCCC(C)C)=O. Product: [Cl:19][C:13]1[CH:14]=[C:15]([Cl:18])[CH:16]=[CH:17][C:12]=1[C:3]1[CH:2]=[C:6]([C:7]([O:9][CH2:10][CH3:11])=[O:8])[S:5][N:4]=1. The catalyst class is: 7. (2) Reactant: C([NH:11][CH2:12][CH2:13][CH2:14][CH2:15][C:16]1[CH:21]=[CH:20][C:19](OCCOC)=[CH:18][CH:17]=1)(OCC1C=CC=CC=1)=O.[C:27](O)(=[O:29])C.[H][H].[CH2:33]([OH:35])[CH3:34]. Product: [O:35]([CH:15]([C:16]1[CH:17]=[CH:18][CH:19]=[CH:20][CH:21]=1)[CH2:14][CH2:13][CH2:12][NH2:11])[CH2:33][CH2:34][O:29][CH3:27]. The catalyst class is: 45. (3) Reactant: [O:1]=[C:2]([NH:13][C:14]1[CH:15]=[CH:16][CH:17]=[C:18]2[C:23]=1[N:22]=[CH:21][CH:20]=[CH:19]2)[CH2:3][C:4]1[CH:12]=[CH:11][C:7]([C:8](O)=[O:9])=[CH:6][CH:5]=1.[CH3:24][O:25][C:26](=[O:34])[CH2:27][CH2:28][CH2:29][CH2:30][CH2:31][CH2:32][NH2:33].Cl.CCN(CC)CC.C(Cl)CCl. Product: [O:1]=[C:2]([NH:13][C:14]1[CH:15]=[CH:16][CH:17]=[C:18]2[C:23]=1[N:22]=[CH:21][CH:20]=[CH:19]2)[CH2:3][C:4]1[CH:12]=[CH:11][C:7]([C:8]([NH:33][CH2:32][CH2:31][CH2:30][CH2:29][CH2:28][CH2:27][C:26]([O:25][CH3:24])=[O:34])=[O:9])=[CH:6][CH:5]=1. The catalyst class is: 34. (4) Reactant: CC1(C)C(C)(C)OB([C:9]2[CH:18]=[CH:17][C:12]3[NH:13][C:14](=[O:16])[O:15][C:11]=3[CH:10]=2)O1.Br[C:21]1[CH:26]=[CH:25][CH:24]=[C:23]([C:27]2[CH:32]=[CH:31][C:30]([F:33])=[CH:29][CH:28]=2)[N:22]=1.C([O-])([O-])=O.[K+].[K+]. Product: [F:33][C:30]1[CH:31]=[CH:32][C:27]([C:23]2[N:22]=[C:21]([C:9]3[CH:18]=[CH:17][C:12]4[NH:13][C:14](=[O:16])[O:15][C:11]=4[CH:10]=3)[CH:26]=[CH:25][CH:24]=2)=[CH:28][CH:29]=1. The catalyst class is: 667. (5) Reactant: Br[C:2]1[CH:3]=[C:4]([CH2:8][C:9]([N:11]2[CH2:16][CH2:15][N:14]([CH3:17])[CH2:13][CH2:12]2)=[O:10])[CH:5]=[CH:6][CH:7]=1.[B:18]1([B:18]2[O:22][C:21]([CH3:24])([CH3:23])[C:20]([CH3:26])([CH3:25])[O:19]2)[O:22][C:21]([CH3:24])([CH3:23])[C:20]([CH3:26])([CH3:25])[O:19]1.CC([O-])=O.[K+]. Product: [CH3:17][N:14]1[CH2:15][CH2:16][N:11]([C:9](=[O:10])[CH2:8][C:4]2[CH:5]=[CH:6][CH:7]=[C:2]([B:18]3[O:22][C:21]([CH3:24])([CH3:23])[C:20]([CH3:26])([CH3:25])[O:19]3)[CH:3]=2)[CH2:12][CH2:13]1. The catalyst class is: 3. (6) Reactant: [S:1]1[CH:5]=[CH:4][C:3]([CH:6]=[O:7])=[CH:2]1.[Br:8]Br.[Cl-].[Al+3].[Cl-].[Cl-].[Cl-].[NH4+]. Product: [Br:8][C:5]1[S:1][CH:2]=[C:3]([CH:6]=[O:7])[CH:4]=1.[S:1]1[CH:5]=[CH:4][C:3]([CH:6]=[O:7])=[CH:2]1. The catalyst class is: 4. (7) Reactant: [CH2:1]([N:8]1[C:16]2[C@:15]3([CH3:20])[C:17]([CH3:19])([CH3:18])[C@@H:12]([CH2:13][CH2:14]3)[C:11]=2[C:10](=[O:21])[NH:9]1)[C:2]1[CH:7]=[CH:6][CH:5]=[CH:4][CH:3]=1.[F:22][C:23]([F:33])([F:32])[C:24]1[CH:31]=[CH:30][CH:29]=[CH:28][C:25]=1[CH2:26]Br. Product: [CH2:1]([N:8]1[C:16]2[C@:15]3([CH3:20])[C:17]([CH3:18])([CH3:19])[C@@H:12]([CH2:13][CH2:14]3)[C:11]=2[C:10](=[O:21])[N:9]1[CH2:26][C:25]1[CH:28]=[CH:29][CH:30]=[CH:31][C:24]=1[C:23]([F:22])([F:32])[F:33])[C:2]1[CH:3]=[CH:4][CH:5]=[CH:6][CH:7]=1. The catalyst class is: 9.